Dataset: Forward reaction prediction with 1.9M reactions from USPTO patents (1976-2016). Task: Predict the product of the given reaction. Given the reactants [CH3:1][O:2][C:3](=[O:34])[CH2:4][C@H:5]1[C:9]2[CH:10]=[CH:11][C:12]([O:14][C@H:15]3[C:23]4[C:18](=[C:19](B5OC(C)(C)C(C)(C)O5)[CH:20]=[CH:21][C:22]=4[F:24])[CH2:17][CH2:16]3)=[CH:13][C:8]=2[O:7][CH2:6]1.Cl[C:36]1[C:41]([CH3:42])=[CH:40][C:39]([C:43]2[CH:44]=[C:45]([CH3:49])[N:46]=[N:47][CH:48]=2)=[CH:38][C:37]=1[CH3:50].BrC1C=CC(F)=C2C=1CC[C@H]2OC1C=CC2[C@H](CC(OC)=O)COC=2C=1, predict the reaction product. The product is: [CH3:1][O:2][C:3](=[O:34])[CH2:4][C@H:5]1[C:9]2[CH:10]=[CH:11][C:12]([O:14][C@H:15]3[C:23]4[C:18](=[C:19]([C:36]5[C:41]([CH3:42])=[CH:40][C:39]([C:43]6[CH:44]=[C:45]([CH3:49])[N:46]=[N:47][CH:48]=6)=[CH:38][C:37]=5[CH3:50])[CH:20]=[CH:21][C:22]=4[F:24])[CH2:17][CH2:16]3)=[CH:13][C:8]=2[O:7][CH2:6]1.